Task: Regression. Given two drug SMILES strings and cell line genomic features, predict the synergy score measuring deviation from expected non-interaction effect.. Dataset: NCI-60 drug combinations with 297,098 pairs across 59 cell lines (1) Drug 1: COC1=CC(=CC(=C1O)OC)C2C3C(COC3=O)C(C4=CC5=C(C=C24)OCO5)OC6C(C(C7C(O6)COC(O7)C8=CC=CS8)O)O. Drug 2: CC(C)(C#N)C1=CC(=CC(=C1)CN2C=NC=N2)C(C)(C)C#N. Cell line: SF-295. Synergy scores: CSS=47.3, Synergy_ZIP=4.68, Synergy_Bliss=-2.80, Synergy_Loewe=-2.84, Synergy_HSA=-0.657. (2) Drug 1: CCC1=CC2CC(C3=C(CN(C2)C1)C4=CC=CC=C4N3)(C5=C(C=C6C(=C5)C78CCN9C7C(C=CC9)(C(C(C8N6C)(C(=O)OC)O)OC(=O)C)CC)OC)C(=O)OC.C(C(C(=O)O)O)(C(=O)O)O. Drug 2: CC1=C(C(=CC=C1)Cl)NC(=O)C2=CN=C(S2)NC3=CC(=NC(=N3)C)N4CCN(CC4)CCO. Cell line: DU-145. Synergy scores: CSS=47.3, Synergy_ZIP=-1.49, Synergy_Bliss=3.30, Synergy_Loewe=2.65, Synergy_HSA=4.02. (3) Synergy scores: CSS=78.9, Synergy_ZIP=5.20, Synergy_Bliss=3.56, Synergy_Loewe=-12.8, Synergy_HSA=4.89. Drug 2: CCN(CC)CCCC(C)NC1=C2C=C(C=CC2=NC3=C1C=CC(=C3)Cl)OC. Cell line: MOLT-4. Drug 1: C1=CC(=CC=C1CCC2=CNC3=C2C(=O)NC(=N3)N)C(=O)NC(CCC(=O)O)C(=O)O.